Predict the reaction yield, written as a fraction of the theoretical maximum amount of product (1.0 means a 100% yield; for example, 0.34 means a 34% yield). From a dataset of Reaction yield outcomes from USPTO patents with 853,638 reactions. (1) The reactants are [CH3:1][O:2][C:3](=[O:14])[C:4](=[CH:9][CH:10]=[CH:11]OC)[C:5]([O:7][CH3:8])=[O:6].[NH2:15][C:16]1[CH:21]=[CH:20][CH:19]=[CH:18][CH:17]=1. The catalyst is C1COCC1. The product is [C:16]1([NH:15]/[CH:11]=[CH:10]/[CH:9]=[C:4]([C:3]([O:2][CH3:1])=[O:14])[C:5]([O:7][CH3:8])=[O:6])[CH:21]=[CH:20][CH:19]=[CH:18][CH:17]=1. The yield is 0.570. (2) The reactants are [Cl:1][C:2]1[CH:7]=[CH:6][C:5]([S:8][CH:9]2[C:13]([CH3:14])=[N:12][N:11]([C:15]3[N:20]=[C:19]([C:21]4[CH:26]=[CH:25][CH:24]=[CH:23][N:22]=4)[CH:18]=[CH:17][N:16]=3)[C:10]2=[O:27])=[CH:4][CH:3]=1.[C:28](=O)([O-])[O-].[K+].[K+].IC.O. The catalyst is CC(C)=O. The product is [Cl:1][C:2]1[CH:7]=[CH:6][C:5]([S:8][C:9]2[C:13]([CH3:14])=[N:12][N:11]([C:15]3[N:20]=[C:19]([C:21]4[CH:26]=[CH:25][CH:24]=[CH:23][N:22]=4)[CH:18]=[CH:17][N:16]=3)[C:10]=2[O:27][CH3:28])=[CH:4][CH:3]=1. The yield is 0.0200. (3) The reactants are [F:1][C:2]1[CH:31]=[CH:30][C:5]([C:6]([NH:8][C:9]2[C:10]([CH3:29])=[C:11]([CH3:28])[C:12]3[O:16][C:15]([CH3:18])([CH3:17])[CH:14]([C:19]4[CH:24]=[CH:23][C:22]([F:25])=[CH:21][CH:20]=4)[C:13]=3[C:26]=2[CH3:27])=O)=[CH:4][CH:3]=1. The catalyst is C(O)C. The product is [F:1][C:2]1[CH:3]=[CH:4][C:5]([CH2:6][NH:8][C:9]2[C:10]([CH3:29])=[C:11]([CH3:28])[C:12]3[O:16][C:15]([CH3:18])([CH3:17])[CH:14]([C:19]4[CH:24]=[CH:23][C:22]([F:25])=[CH:21][CH:20]=4)[C:13]=3[C:26]=2[CH3:27])=[CH:30][CH:31]=1. The yield is 0.660. (4) The reactants are [F:1][C:2]1[CH:7]=[CH:6][CH:5]=[C:4]([F:8])[C:3]=1[C:9]1[NH:13][CH:12]=[C:11]([CH:14]=[O:15])[CH:10]=1.[H-].[Na+].C1OCCOCCOCCOCCOC1.Cl.[N:34]1[CH:39]=[CH:38][CH:37]=[C:36]([S:40](Cl)(=[O:42])=[O:41])[CH:35]=1. The catalyst is O1CCCC1.[Cl-].[Na+].O. The product is [F:1][C:2]1[CH:7]=[CH:6][CH:5]=[C:4]([F:8])[C:3]=1[C:9]1[N:13]([S:40]([C:36]2[CH:35]=[N:34][CH:39]=[CH:38][CH:37]=2)(=[O:42])=[O:41])[CH:12]=[C:11]([CH:14]=[O:15])[CH:10]=1. The yield is 0.840. (5) The reactants are Cl.[NH2:2][OH:3].C(=O)([O-])[O-].[Na+].[Na+].[OH:10][C@@H:11]1[C:19]2[CH:18]=[CH:17][CH:16]=[C:15]([C:20]#[N:21])[C:14]=2[CH2:13][CH2:12]1. The catalyst is CCO. The product is [OH:3][NH:2][C:20]([C:15]1[C:14]2[CH2:13][CH2:12][C@H:11]([OH:10])[C:19]=2[CH:18]=[CH:17][CH:16]=1)=[NH:21]. The yield is 0.900. (6) The reactants are [NH2:1][C:2]1[CH:7]=[CH:6][C:5]([Br:8])=[CH:4][C:3]=1[C:9]([C:11]1[CH:16]=[CH:15][CH:14]=[CH:13][CH:12]=1)=O.[CH3:17][CH:18]([C:20](=O)[CH2:21][C:22](=[O:26])[CH:23]([CH3:25])[CH3:24])[CH3:19]. No catalyst specified. The product is [Br:8][C:5]1[CH:4]=[C:3]2[C:2](=[CH:7][CH:6]=1)[N:1]=[C:20]([CH:18]([CH3:19])[CH3:17])[C:21]([C:22](=[O:26])[CH:23]([CH3:25])[CH3:24])=[C:9]2[C:11]1[CH:16]=[CH:15][CH:14]=[CH:13][CH:12]=1. The yield is 0.460. (7) The reactants are Cl.[O:2]=[C:3]1[NH:12][C:11]2[N:10]=[CH:9][C:8](/[CH:13]=[CH:14]/[C:15]([OH:17])=O)=[CH:7][C:6]=2[CH2:5][CH2:4]1.[CH:18]1[CH:19]=CC2N(O)N=[N:24][C:22]=2[CH:23]=1.CCN(C(C)C)C(C)C.N1CCCC1.CCN=C=NCCCN(C)C. The catalyst is CN(C=O)C. The product is [O:17]=[C:15]([N:24]1[CH2:19][CH2:18][CH2:23][CH2:22]1)/[CH:14]=[CH:13]/[C:8]1[CH:7]=[C:6]2[C:11](=[N:10][CH:9]=1)[NH:12][C:3](=[O:2])[CH2:4][CH2:5]2. The yield is 0.620. (8) The reactants are [CH:1]([N:4]1[CH2:9][CH2:8][N:7]([C:10]2[CH:15]=[CH:14][C:13]([N+:16]([O-])=O)=[CH:12][CH:11]=2)[CH2:6][CH2:5]1)([CH3:3])[CH3:2].O.O.[Sn](Cl)Cl.Cl. The catalyst is CO. The product is [CH:1]([N:4]1[CH2:9][CH2:8][N:7]([C:10]2[CH:11]=[CH:12][C:13]([NH2:16])=[CH:14][CH:15]=2)[CH2:6][CH2:5]1)([CH3:3])[CH3:2]. The yield is 0.880. (9) The reactants are [CH2:1]([N:3]1[CH:8]=[CH:7][CH:6]=[C:5]([CH:9]=O)[C:4]1=[O:11])[CH3:2].[CH2:12]([O:14][C:15](=[O:26])[CH2:16][C:17]1[C:18](=[O:25])[N:19]([NH2:24])[CH2:20][CH2:21][C:22]=1[CH3:23])[CH3:13].CC(O)=O.C([BH3-])#N.[Na+]. The catalyst is CO.CO.CC(O)=O. The product is [CH2:1]([N:3]1[CH:8]=[CH:7][CH:6]=[C:5]([CH2:9][NH:24][N:19]2[CH2:20][CH2:21][C:22]([CH3:23])=[C:17]([CH2:16][C:15]([O:14][CH2:12][CH3:13])=[O:26])[C:18]2=[O:25])[C:4]1=[O:11])[CH3:2]. The yield is 0.340. (10) The yield is 0.800. The catalyst is ClCCl. The product is [F:27][C:28]([F:35])([F:34])[C@H:29]([OH:33])[CH2:30][CH2:31][I:25]. The reactants are C1(P(C2C=CC=CC=2)C2C=CC=CC=2)C=CC=CC=1.N1C=CN=C1.[I:25]I.[F:27][C:28]([F:35])([F:34])[C@H:29]([OH:33])[CH2:30][CH2:31]O.